Dataset: Reaction yield outcomes from USPTO patents with 853,638 reactions. Task: Predict the reaction yield, written as a fraction of the theoretical maximum amount of product (1.0 means a 100% yield; for example, 0.34 means a 34% yield). (1) The reactants are [C:1]([C:3]1[C:23]([N+:24]([O-:26])=[O:25])=[CH:22][CH:21]=[CH:20][C:4]=1[O:5][CH2:6][CH2:7][CH2:8][CH2:9][CH2:10][CH2:11][NH:12][C:13](=[O:19])OC(C)(C)C)#[N:2].Cl.N1C=CC=CC=1.[C:34]([O:37][C:38](C)([CH3:42])[C:39](Cl)=O)(=[O:36])[CH3:35]. No catalyst specified. The product is [C:34]([O:37][C:38]([CH3:42])([CH3:39])[C:13]([NH:12][CH2:11][CH2:10][CH2:9][CH2:8][CH2:7][CH2:6][O:5][C:4]1[CH:20]=[CH:21][CH:22]=[C:23]([N+:24]([O-:26])=[O:25])[C:3]=1[C:1]#[N:2])=[O:19])(=[O:36])[CH3:35]. The yield is 0.900. (2) The reactants are [C:1]1([S:7]([N:10]2[C:14]3=[N:15][CH:16]=[C:17]([C:19]#[C:20][CH2:21][O:22][CH3:23])[CH:18]=[C:13]3[CH:12]=[C:11]2[C:24](=[O:31])[CH2:25][CH:26]2[CH2:30][CH2:29][CH2:28][CH2:27]2)(=[O:9])=[O:8])[CH:6]=[CH:5][CH:4]=[CH:3][CH:2]=1.C[Si]([N-][Si](C)(C)C)(C)C.[Li+].[C:42]1([CH3:62])[CH:47]=[CH:46][C:45]([S:48](O[S:48]([C:45]2[CH:46]=[CH:47][C:42]([CH3:62])=[CH:43][CH:44]=2)(=[O:50])=[O:49])(=[O:50])=[O:49])=[CH:44][CH:43]=1. The catalyst is O1CCCC1. The product is [C:1]1([S:7]([N:10]2[C:14]3=[N:15][CH:16]=[C:17]([C:19]#[C:20][CH2:21][O:22][CH3:23])[CH:18]=[C:13]3[CH:12]=[C:11]2[C:24]([O:31][S:48]([C:45]2[CH:46]=[CH:47][C:42]([CH3:62])=[CH:43][CH:44]=2)(=[O:50])=[O:49])=[CH:25][CH:26]2[CH2:27][CH2:28][CH2:29][CH2:30]2)(=[O:9])=[O:8])[CH:2]=[CH:3][CH:4]=[CH:5][CH:6]=1. The yield is 0.741.